Dataset: Peptide-MHC class II binding affinity with 134,281 pairs from IEDB. Task: Regression. Given a peptide amino acid sequence and an MHC pseudo amino acid sequence, predict their binding affinity value. This is MHC class II binding data. The peptide sequence is WCPDSMEYNCPNLSP. The MHC is DRB1_0701 with pseudo-sequence DRB1_0701. The binding affinity (normalized) is 0.